Dataset: Catalyst prediction with 721,799 reactions and 888 catalyst types from USPTO. Task: Predict which catalyst facilitates the given reaction. (1) Reactant: [Cl:1][C:2]1[CH:7]=[CH:6][CH:5]=[CH:4][C:3]=1[C@H:8]([N:10]([CH2:33][C:34]1[CH:39]=[CH:38][C:37]([C:40]([O:42][CH3:43])=[O:41])=[CH:36][CH:35]=1)[C:11]([C@@H:13]1[CH2:22][C:21]2[C:16](=[CH:17][CH:18]=[CH:19][CH:20]=2)[CH2:15][N:14]1C(OCC1C=CC=CC=1)=O)=[O:12])[CH3:9].B(Br)(Br)Br.CO. Product: [Cl:1][C:2]1[CH:7]=[CH:6][CH:5]=[CH:4][C:3]=1[C@H:8]([N:10]([CH2:33][C:34]1[CH:35]=[CH:36][C:37]([C:40]([O:42][CH3:43])=[O:41])=[CH:38][CH:39]=1)[C:11]([C@@H:13]1[CH2:22][C:21]2[C:16](=[CH:17][CH:18]=[CH:19][CH:20]=2)[CH2:15][NH:14]1)=[O:12])[CH3:9]. The catalyst class is: 26. (2) Reactant: [H-].[Na+].CS(O[C@@H:8]([C@@H:17]1[CH2:21][CH2:20][C:19](=[O:22])[N:18]1[CH2:23][CH2:24][NH:25][C:26]([O:28][C:29]([CH3:32])([CH3:31])[CH3:30])=[O:27])[C:9]1[CH:14]=[CH:13][CH:12]=[C:11]([CH3:15])[C:10]=1[CH3:16])(=O)=O. Product: [C:29]([O:28][C:26]([N:25]1[CH2:24][CH2:23][N:18]2[C:19](=[O:22])[CH2:20][CH2:21][C@H:17]2[C@@H:8]1[C:9]1[CH:14]=[CH:13][CH:12]=[C:11]([CH3:15])[C:10]=1[CH3:16])=[O:27])([CH3:32])([CH3:31])[CH3:30]. The catalyst class is: 1. (3) Reactant: [F:1][C:2]1[CH:11]=[CH:10][C:5]([C:6]([O:8][CH3:9])=[O:7])=[CH:4][C:3]=1[N+:12]([O-])=O. Product: [NH2:12][C:3]1[CH:4]=[C:5]([CH:10]=[CH:11][C:2]=1[F:1])[C:6]([O:8][CH3:9])=[O:7]. The catalyst class is: 99. (4) Reactant: C1CCN2C(=NCCC2)CC1.[Cl:12][C:13]1[CH:14]=[C:15]2[C:19](=[C:20]([CH:22]([OH:24])[CH3:23])[CH:21]=1)[N:18]([CH2:25][O:26][CH2:27][CH2:28][Si:29]([CH3:32])([CH3:31])[CH3:30])[CH:17]=[C:16]2[C:33]#[N:34].[Cl:35][C:36]([Cl:40])([Cl:39])[C:37]#[N:38]. Product: [Cl:35][C:36]([Cl:40])([Cl:39])[C:37](=[NH:38])[O:24][CH:22]([C:20]1[CH:21]=[C:13]([Cl:12])[CH:14]=[C:15]2[C:19]=1[N:18]([CH2:25][O:26][CH2:27][CH2:28][Si:29]([CH3:30])([CH3:32])[CH3:31])[CH:17]=[C:16]2[C:33]#[N:34])[CH3:23]. The catalyst class is: 1. (5) Reactant: [CH2:1]([CH:3]1[N:12]2[C:7](=[CH:8][C:9](=[O:18])[C:10]([C:13]([O:15][CH2:16][CH3:17])=[O:14])=[CH:11]2)[C:6]2[CH:19]=[C:20]([O:24][CH3:25])[C:21]([OH:23])=[CH:22][C:5]=2[CH2:4]1)[CH3:2].Br[CH2:27][CH2:28][CH:29]1[CH2:34][CH2:33][CH2:32][CH2:31][CH2:30]1.C([O-])([O-])=O.[K+].[K+].O. Product: [CH:29]1([CH2:28][CH2:27][O:23][C:21]2[C:20]([O:24][CH3:25])=[CH:19][C:6]3[C:7]4[N:12]([CH:3]([CH2:1][CH3:2])[CH2:4][C:5]=3[CH:22]=2)[CH:11]=[C:10]([C:13]([O:15][CH2:16][CH3:17])=[O:14])[C:9](=[O:18])[CH:8]=4)[CH2:34][CH2:33][CH2:32][CH2:31][CH2:30]1. The catalyst class is: 3. (6) Reactant: [Cl:1][C:2]1[CH:7]=[CH:6][CH:5]=[C:4]([Cl:8])[C:3]=1[N:9]1[C:14]([CH3:15])=[CH:13][C:12]([OH:16])=[CH:11][C:10]1=[O:17].[CH2:18](Br)[C:19]1[CH:24]=[CH:23][CH:22]=[CH:21][CH:20]=1. Product: [CH2:18]([O:16][C:12]1[CH:13]=[C:14]([CH3:15])[N:9]([C:3]2[C:4]([Cl:8])=[CH:5][CH:6]=[CH:7][C:2]=2[Cl:1])[C:10](=[O:17])[CH:11]=1)[C:19]1[CH:24]=[CH:23][CH:22]=[CH:21][CH:20]=1. The catalyst class is: 18.